This data is from Full USPTO retrosynthesis dataset with 1.9M reactions from patents (1976-2016). The task is: Predict the reactants needed to synthesize the given product. (1) Given the product [CH2:92]([N:96]([CH3:108])[C:97](=[O:98])[C:33]1[CH:37]=[CH:38][CH:39]=[C:31]([C:29]([NH:28][C@@H:18]([CH2:19][C:20]2[CH:21]=[C:22]([F:27])[CH:23]=[C:24]([F:26])[CH:25]=2)[C@H:17]([OH:40])[C@H:68]2[CH2:69][C:58]([OH:125])([C:59]3[CH:60]=[CH:61][CH:62]=[CH:63][CH:64]=3)[CH2:57][NH:67]2)=[O:30])[CH:32]=1)[CH2:93][CH2:94][CH3:95], predict the reactants needed to synthesize it. The reactants are: C(OC(N1C[C@H](OCCC)C[C@@H]1[C@@H:17]([O:40][Si](C(C)(C)C)(C)C)[C@@H:18]([NH:28][C:29]([C:31]1[CH:32]=[C:33]([CH:37]=[CH:38][CH:39]=1)C(O)=O)=[O:30])[CH2:19][C:20]1[CH:25]=[C:24]([F:26])[CH:23]=[C:22]([F:27])[CH:21]=1)=O)(C)(C)C.[Si](O[C@H]([C@H]1C[C@@H](O)CN1C(OC(C)(C)C)=O)[C@@H:57]([NH:67][C:68](=O)[C:69]1C=CC=C(C(=O)N)C=1)[CH2:58][C:59]1[CH:64]=[C:63](F)[CH:62]=[C:61](F)[CH:60]=1)(C(C)(C)C)(C)C.[CH2:92]([N:96]([CH3:108])[C:97](C1C=C(C=CC=1)C(O)=O)=[O:98])[CH2:93][CH2:94][CH3:95].CCN(C(C)C)C(C)C.CN(C([O:125]N1N=NC2C=CC=NC1=2)=[N+](C)C)C.F[P-](F)(F)(F)(F)F.[Si](O[C@H]([C@H]1C[C@@H](OCCC)CN1C(OC(C)(C)C)=O)[C@@H](NC(=O)C1C=CC=C(C(OC)=O)C=1)CC1C=C(F)C=C(F)C=1)(C(C)(C)C)(C)C. (2) Given the product [CH3:14][O:15][C:16](=[O:26])[C:17]([CH3:25])([C:18]1[N:9]=[C:7]([C:6]2[CH:10]=[CH:11][C:3]([C:2]([F:1])([F:12])[F:13])=[CH:4][CH:5]=2)[S:8][C:19]=1[CH2:20][CH3:21])[CH3:24], predict the reactants needed to synthesize it. The reactants are: [F:1][C:2]([F:13])([F:12])[C:3]1[CH:11]=[CH:10][C:6]([C:7]([NH2:9])=[S:8])=[CH:5][CH:4]=1.[CH3:14][O:15][C:16](=[O:26])[C:17]([CH3:25])([CH3:24])[C:18](=O)[CH:19](Br)[CH2:20][CH3:21]. (3) Given the product [CH2:26]([N:4]1[CH2:5][CH2:6][N:1]([C:7]2[CH:8]=[C:9]([C:23](=[O:25])[CH3:24])[CH:10]=[CH:11][C:12]=2[CH:13]2[CH2:14][C:15]([CH3:22])([CH3:21])[CH2:16][C:17]([CH3:19])([CH3:20])[CH2:18]2)[CH2:2][CH2:3]1)[CH2:27][CH3:28], predict the reactants needed to synthesize it. The reactants are: [N:1]1([C:7]2[CH:8]=[C:9]([C:23](=[O:25])[CH3:24])[CH:10]=[CH:11][C:12]=2[CH:13]2[CH2:18][C:17]([CH3:20])([CH3:19])[CH2:16][C:15]([CH3:22])([CH3:21])[CH2:14]2)[CH2:6][CH2:5][NH:4][CH2:3][CH2:2]1.[CH:26](=O)[CH2:27][CH3:28].C(O[BH-](OC(=O)C)OC(=O)C)(=O)C.[Na+].C(=O)([O-])O.[Na+].